Dataset: NCI-60 drug combinations with 297,098 pairs across 59 cell lines. Task: Regression. Given two drug SMILES strings and cell line genomic features, predict the synergy score measuring deviation from expected non-interaction effect. Drug 1: C1=CC=C(C=C1)NC(=O)CCCCCCC(=O)NO. Drug 2: CC(C)(C#N)C1=CC(=CC(=C1)CN2C=NC=N2)C(C)(C)C#N. Cell line: SN12C. Synergy scores: CSS=0.672, Synergy_ZIP=0.789, Synergy_Bliss=-0.496, Synergy_Loewe=-0.607, Synergy_HSA=-1.57.